Predict the reactants needed to synthesize the given product. From a dataset of Full USPTO retrosynthesis dataset with 1.9M reactions from patents (1976-2016). (1) Given the product [S:18]1[CH2:19][CH2:20][N:15]([C:2]2[O:3][C:4]3[C:5](=[C:7]([C:11]([O:13][CH3:14])=[O:12])[CH:8]=[CH:9][CH:10]=3)[N:6]=2)[CH2:16][CH2:17]1, predict the reactants needed to synthesize it. The reactants are: Cl[C:2]1[O:3][C:4]2[C:5](=[C:7]([C:11]([O:13][CH3:14])=[O:12])[CH:8]=[CH:9][CH:10]=2)[N:6]=1.[NH:15]1[CH2:20][CH2:19][S:18][CH2:17][CH2:16]1.CCOC(C)=O. (2) Given the product [CH2:1]([O:8][C:9]1[CH:10]=[CH:11][CH:12]=[C:13]2[C:18]=1[O:17][CH2:16][CH2:15][CH:14]2[C:19]([N:31]([CH2:30][C:27]1[CH:26]=[CH:25][C:24]([N:23]([CH3:41])[CH3:22])=[CH:29][CH:28]=1)[C:32]1[CH:33]=[CH:34][C:35]([CH:38]([CH3:40])[CH3:39])=[CH:36][CH:37]=1)=[O:21])[C:2]1[CH:3]=[CH:4][CH:5]=[CH:6][CH:7]=1, predict the reactants needed to synthesize it. The reactants are: [CH2:1]([O:8][C:9]1[CH:10]=[CH:11][CH:12]=[C:13]2[C:18]=1[O:17][CH2:16][CH2:15][CH:14]2[C:19]([OH:21])=O)[C:2]1[CH:7]=[CH:6][CH:5]=[CH:4][CH:3]=1.[CH3:22][N:23]([CH3:41])[C:24]1[CH:29]=[CH:28][C:27]([CH2:30][NH:31][C:32]2[CH:37]=[CH:36][C:35]([CH:38]([CH3:40])[CH3:39])=[CH:34][CH:33]=2)=[CH:26][CH:25]=1. (3) Given the product [Cl:22][C:17]1[N:16]=[C:15]([C:14]2[N:3]3[CH:4]=[CH:5][CH:6]=[CH:7][C:2]3=[N:1][CH:13]=2)[C:20]([F:21])=[CH:19][N:18]=1.[CH2:8]([O:12]/[CH:13]=[CH:14]/[C:15]1[C:20]([F:21])=[CH:19][N:18]=[C:17]([Cl:22])[N:16]=1)[CH2:9][CH2:10][CH3:11], predict the reactants needed to synthesize it. The reactants are: [NH2:1][C:2]1[CH:7]=[CH:6][CH:5]=[CH:4][N:3]=1.[CH2:8]([O:12]/[CH:13]=[CH:14]/[C:15]1[C:20]([F:21])=[CH:19][N:18]=[C:17]([Cl:22])[N:16]=1)[CH2:9][CH2:10][CH3:11].ClC1N=C(Cl)C(F)=CN=1. (4) Given the product [C:32]([O:36][C:37]([NH:39][C@@:40]1([C:64]([O:66][C:67]([CH3:70])([CH3:69])[CH3:68])=[O:65])[C@H:45]([O:46][CH2:47][C:48]2[CH:53]=[CH:52][C:51]([Cl:54])=[C:50]([Cl:55])[CH:49]=2)[C@@H:44]([O:28][C:27]([C:26]2[CH:25]=[CH:24][C:23]([N+:20]([O-:22])=[O:21])=[CH:31][CH:30]=2)=[O:29])[C@@H:43]2[C@H:41]1[C@H:42]2[C:57]([O:59][C:60]([CH3:62])([CH3:61])[CH3:63])=[O:58])=[O:38])([CH3:35])([CH3:33])[CH3:34], predict the reactants needed to synthesize it. The reactants are: C1(P(C2C=CC=CC=2)C2C=CC=CC=2)C=CC=CC=1.[N+:20]([C:23]1[CH:31]=[CH:30][C:26]([C:27]([OH:29])=[O:28])=[CH:25][CH:24]=1)([O-:22])=[O:21].[C:32]([O:36][C:37]([NH:39][C@@:40]1([C:64]([O:66][C:67]([CH3:70])([CH3:69])[CH3:68])=[O:65])[C@H:45]([O:46][CH2:47][C:48]2[CH:53]=[CH:52][C:51]([Cl:54])=[C:50]([Cl:55])[CH:49]=2)[C@H:44](O)[C@@H:43]2[C@H:41]1[C@H:42]2[C:57]([O:59][C:60]([CH3:63])([CH3:62])[CH3:61])=[O:58])=[O:38])([CH3:35])([CH3:34])[CH3:33].N(C(OC(C)C)=O)=NC(OC(C)C)=O. (5) Given the product [F:20][C:21]1[CH:30]=[CH:29][C:24]2[N:25]([CH2:2][C:3]([N:5]3[CH2:10][CH2:9][N:8]([C:11]4[CH:16]=[CH:15][C:14]([Cl:17])=[C:13]([O:18][CH3:19])[CH:12]=4)[CH2:7][CH2:6]3)=[O:4])[C:26](=[O:28])[O:27][C:23]=2[CH:22]=1, predict the reactants needed to synthesize it. The reactants are: Cl[CH2:2][C:3]([N:5]1[CH2:10][CH2:9][N:8]([C:11]2[CH:16]=[CH:15][C:14]([Cl:17])=[C:13]([O:18][CH3:19])[CH:12]=2)[CH2:7][CH2:6]1)=[O:4].[F:20][C:21]1[CH:30]=[CH:29][C:24]2[NH:25][C:26](=[O:28])[O:27][C:23]=2[CH:22]=1.C([O-])([O-])=O.[K+].[K+]. (6) Given the product [Cl:1][CH2:2][C:3]1[CH:4]=[C:5]([CH:9]=[CH:10][N:11]=1)[C:6]([NH:47][C:45]1[O:46][C:42]2[C:41]([CH:48]3[CH2:49][CH2:50][O:51][CH2:52][CH2:53]3)=[CH:40][CH:39]=[C:38]([O:37][CH3:36])[C:43]=2[N:44]=1)=[O:8], predict the reactants needed to synthesize it. The reactants are: [Cl:1][CH2:2][C:3]1[CH:4]=[C:5]([CH:9]=[CH:10][N:11]=1)[C:6]([OH:8])=O.CN(C(ON1N=NC2C=CC=NC1=2)=[N+](C)C)C.F[P-](F)(F)(F)(F)F.[CH3:36][O:37][C:38]1[C:43]2[N:44]=[C:45]([NH2:47])[O:46][C:42]=2[C:41]([CH:48]2[CH2:53][CH2:52][O:51][CH2:50][CH2:49]2)=[CH:40][CH:39]=1. (7) The reactants are: [C:1]([O:4][CH:5]1[C:9]2=[N:10][CH:11]=[C:12]([NH2:37])[C:13]([N:14]3[CH2:19][C@H:18]([CH3:20])[C@@H:17]([O:21][Si:22]([C:25]([CH3:28])([CH3:27])[CH3:26])([CH3:24])[CH3:23])[C@H:16]([NH:29][C:30]([O:32][C:33]([CH3:36])([CH3:35])[CH3:34])=[O:31])[CH2:15]3)=[C:8]2[CH2:7][CH2:6]1)(=[O:3])[CH3:2].[F:38][C:39]1[CH:44]=[C:43]([CH2:45][O:46][CH3:47])[CH:42]=[C:41]([F:48])[C:40]=1[C:49]1[N:54]=[C:53]([C:55](O)=[O:56])[CH:52]=[CH:51][C:50]=1[F:58].CN(C(ON1N=NC2C=CC=NC1=2)=[N+](C)C)C.F[P-](F)(F)(F)(F)F.CCN(C(C)C)C(C)C. Given the product [C:1]([O:4][CH:5]1[C:9]2=[N:10][CH:11]=[C:12]([NH:37][C:55]([C:53]3[CH:52]=[CH:51][C:50]([F:58])=[C:49]([C:40]4[C:39]([F:38])=[CH:44][C:43]([CH2:45][O:46][CH3:47])=[CH:42][C:41]=4[F:48])[N:54]=3)=[O:56])[C:13]([N:14]3[CH2:19][C@H:18]([CH3:20])[C@@H:17]([O:21][Si:22]([C:25]([CH3:27])([CH3:26])[CH3:28])([CH3:24])[CH3:23])[C@H:16]([NH:29][C:30]([O:32][C:33]([CH3:36])([CH3:35])[CH3:34])=[O:31])[CH2:15]3)=[C:8]2[CH2:7][CH2:6]1)(=[O:3])[CH3:2], predict the reactants needed to synthesize it. (8) Given the product [Cl:1][C:2]1[CH:44]=[CH:43][CH:42]=[C:41]([Cl:45])[C:3]=1[CH2:4][C:5]1[C:10]2[N:11]=[CH:12][NH:13][C:9]=2[C:8]([C:22]([NH2:23])=[O:48])=[C:7]([NH:24][C:25]2[CH:30]=[CH:29][C:28]([CH2:31][C:32](=[O:38])[N:33]3[CH2:37][CH2:36][CH2:35][CH2:34]3)=[CH:27][C:26]=2[O:39][CH3:40])[N:6]=1, predict the reactants needed to synthesize it. The reactants are: [Cl:1][C:2]1[CH:44]=[CH:43][CH:42]=[C:41]([Cl:45])[C:3]=1[CH2:4][C:5]1[C:10]2[N:11]=[CH:12][N:13](COCC[Si](C)(C)C)[C:9]=2[C:8]([C:22]#[N:23])=[C:7]([NH:24][C:25]2[CH:30]=[CH:29][C:28]([CH2:31][C:32](=[O:38])[N:33]3[CH2:37][CH2:36][CH2:35][CH2:34]3)=[CH:27][C:26]=2[O:39][CH3:40])[N:6]=1.O.C(=O)(O)[O-:48].[Na+]. (9) Given the product [F:39][C:40]1[C:45]2[C:44](=[C:8]3[C:3](=[C:12]4[C:13]=2[CH:14]=[CH:15][C:16]2[CH:17]=[CH:18][CH:19]=[CH:20][C:21]4=2)[C:2]2[CH:11]=[CH:10][CH:9]=[CH:4][C:5]=2[CH:6]=[CH:7]3)[C:43]([F:48])=[C:42]([F:49])[C:41]=1[F:50], predict the reactants needed to synthesize it. The reactants are: Br[C:2]1[CH:11]=[CH:10][C:9]2[C:4](=[CH:5][CH:6]=[CH:7][CH:8]=2)[C:3]=1[C:12]1[C:21]2[C:16](=[CH:17][CH:18]=[CH:19][CH:20]=2)[CH:15]=[CH:14][C:13]=1Br.O1CCCC1.CCCCCC.C([Li])CCC.[F:39][C:40]1[C:45](F)=[C:44](F)[C:43]([F:48])=[C:42]([F:49])[C:41]=1[F:50]. (10) Given the product [Br:1][C:2]1[CH:3]=[CH:4][C:5]([C:8]23[CH2:9][CH2:10][C:11]([CH2:14][C:15]([O:17][CH3:18])=[O:16])([CH2:12][CH2:13]2)[O:20][CH2:19]3)=[CH:6][CH:7]=1, predict the reactants needed to synthesize it. The reactants are: [Br:1][C:2]1[CH:7]=[CH:6][C:5]([C:8]2([CH2:19][OH:20])[CH2:13][CH2:12][C:11](=[CH:14][C:15]([O:17][CH3:18])=[O:16])[CH2:10][CH2:9]2)=[CH:4][CH:3]=1.[H-].[Na+].